Dataset: Full USPTO retrosynthesis dataset with 1.9M reactions from patents (1976-2016). Task: Predict the reactants needed to synthesize the given product. Given the product [CH3:13][C:14]1[CH:29]=[C:17]2[N:18]=[C:19]([NH:28][C:10]([C@@H:8]3[CH2:9][C@H:7]3[C:1]3[CH:6]=[CH:5][CH:4]=[CH:3][CH:2]=3)=[O:11])[CH:20]=[C:21]([C:22]3[CH:27]=[CH:26][CH:25]=[CH:24][CH:23]=3)[N:16]2[N:15]=1, predict the reactants needed to synthesize it. The reactants are: [C:1]1([C@@H:7]2[CH2:9][C@H:8]2[C:10](Cl)=[O:11])[CH:6]=[CH:5][CH:4]=[CH:3][CH:2]=1.[CH3:13][C:14]1[CH:29]=[C:17]2[N:18]=[C:19]([NH2:28])[CH:20]=[C:21]([C:22]3[CH:27]=[CH:26][CH:25]=[CH:24][CH:23]=3)[N:16]2[N:15]=1.